From a dataset of Full USPTO retrosynthesis dataset with 1.9M reactions from patents (1976-2016). Predict the reactants needed to synthesize the given product. (1) Given the product [Cl:37][C:14]1[C:15]2[C:20]([N:21]=[C:22]3[C:13]=1[CH:12]=[C:11]([NH:10][C:8](=[O:9])[CH2:7][CH2:6][N:1]1[CH2:5][CH2:4][CH2:3][CH2:2]1)[CH:24]=[CH:23]3)=[CH:19][C:18]([NH:25][C:26](=[O:34])[CH2:27][CH2:28][N:29]1[CH2:33][CH2:32][CH2:31][CH2:30]1)=[CH:17][CH:16]=2, predict the reactants needed to synthesize it. The reactants are: [N:1]1([CH2:6][CH2:7][C:8]([NH:10][C:11]2[CH:24]=[CH:23][C:22]3[NH:21][C:20]4[C:15](=[CH:16][CH:17]=[C:18]([NH:25][C:26](=[O:34])[CH2:27][CH2:28][N:29]5[CH2:33][CH2:32][CH2:31][CH2:30]5)[CH:19]=4)[C:14](=O)[C:13]=3[CH:12]=2)=[O:9])[CH2:5][CH2:4][CH2:3][CH2:2]1.P(Cl)(Cl)(Cl)(Cl)[Cl:37].P(Cl)(Cl)(Cl)=O.N. (2) Given the product [NH:20]1[C:28]2[C:23](=[C:24]([C:2]3[CH:10]=[C:9]4[C:5]([CH:6]=[N:7][NH:8]4)=[C:4]([NH:11][C:12]([C:14]4[CH:19]=[CH:18][CH:17]=[CH:16][N:15]=4)=[O:13])[CH:3]=3)[CH:25]=[CH:26][CH:27]=2)[CH:22]=[CH:21]1, predict the reactants needed to synthesize it. The reactants are: Br[C:2]1[CH:10]=[C:9]2[C:5]([CH:6]=[N:7][NH:8]2)=[C:4]([NH:11][C:12]([C:14]2[CH:19]=[CH:18][CH:17]=[CH:16][N:15]=2)=[O:13])[CH:3]=1.[NH:20]1[C:28]2[C:23](=[C:24](B(O)O)[CH:25]=[CH:26][CH:27]=2)[CH:22]=[CH:21]1.C(=O)([O-])[O-].[Na+].[Na+]. (3) Given the product [CH3:1][C:2]1[C:7]([CH3:8])=[CH:6][C:5]2[N:9]([CH:10]([CH3:19])[CH2:11][CH2:12][C:13]3[CH:18]=[CH:17][CH:16]=[CH:15][CH:14]=3)[C:25]3[C:27]([C:29](=[O:30])[NH:21][C:22](=[O:23])[N:24]=3)=[N:20][C:4]=2[CH:3]=1, predict the reactants needed to synthesize it. The reactants are: [CH3:1][C:2]1[CH:3]=[C:4]([NH2:20])[C:5]([NH:9][CH:10]([CH3:19])[CH2:11][CH2:12][C:13]2[CH:18]=[CH:17][CH:16]=[CH:15][CH:14]=2)=[CH:6][C:7]=1[CH3:8].[NH:21]1[C:29](=[O:30])[C:27](=O)[C:25](=O)[NH:24][C:22]1=[O:23].B(O)(O)O.C(O)(=O)C. (4) Given the product [NH2:9][C:10]([NH2:12])=[S:11].[C:1]([N:12]1[C:21]2[C:16](=[CH:17][CH:18]=[CH:19][CH:20]=2)[CH2:15][CH2:14][CH2:13]1)(=[O:8])[C:2]1[CH:7]=[CH:6][CH:5]=[CH:4][CH:3]=1, predict the reactants needed to synthesize it. The reactants are: [C:1]([N:9]=[C:10]=[S:11])(=[O:8])[C:2]1[CH:7]=[CH:6][CH:5]=[CH:4][CH:3]=1.[NH:12]1[C:21]2[C:16](=[CH:17][CH:18]=[CH:19][CH:20]=2)[CH2:15][CH2:14][CH2:13]1. (5) The reactants are: C([O:8][C:9]1[C:30]([O:31][CH3:32])=[CH:29][C:12]2[N:13]=[N:14][C:15]3[C:20]([C:11]=2[CH:10]=1)=[CH:19][CH:18]=[C:17]1[CH:21]=[C:22]([O:27][CH3:28])[C:23]([O:25][CH3:26])=[CH:24][C:16]=31)C1C=CC=CC=1. Given the product [OH:8][C:9]1[C:30]([O:31][CH3:32])=[CH:29][C:12]2[N:13]=[N:14][C:15]3[C:20]([C:11]=2[CH:10]=1)=[CH:19][CH:18]=[C:17]1[CH:21]=[C:22]([O:27][CH3:28])[C:23]([O:25][CH3:26])=[CH:24][C:16]=31, predict the reactants needed to synthesize it. (6) The reactants are: F[C:2]1[CH:9]=[CH:8][C:5]([C:6]#[N:7])=[C:4]([CH3:10])[CH:3]=1.[CH:11]([N:24]1[CH2:27][CH:26]([OH:28])[CH2:25]1)([C:18]1[CH:23]=[CH:22][CH:21]=[CH:20][CH:19]=1)[C:12]1[CH:17]=[CH:16][CH:15]=[CH:14][CH:13]=1.[H-].[Na+]. Given the product [CH:11]([N:24]1[CH2:27][CH:26]([O:28][C:2]2[CH:9]=[CH:8][C:5]([C:6]#[N:7])=[C:4]([CH3:10])[CH:3]=2)[CH2:25]1)([C:18]1[CH:23]=[CH:22][CH:21]=[CH:20][CH:19]=1)[C:12]1[CH:13]=[CH:14][CH:15]=[CH:16][CH:17]=1, predict the reactants needed to synthesize it. (7) Given the product [CH:17]1([C:20]2[N:24]([C:25]([O:27][C:28]([CH3:31])([CH3:30])[CH3:29])=[O:26])[C:23]3[CH:32]=[C:33]([C:38]4[C:39]([CH3:44])=[N:40][O:41][C:42]=4[CH3:43])[CH:34]=[C:35]([CH:36]([OH:37])[CH:3]4[C:2](=[O:8])[CH:1]5[CH2:7][CH:4]4[CH2:5][CH2:6]5)[C:22]=3[N:21]=2)[CH2:18][CH2:19]1, predict the reactants needed to synthesize it. The reactants are: [CH:1]12[CH2:7][CH:4]([CH2:5][CH2:6]1)[CH2:3][C:2]2=[O:8].C([N-]C(C)C)(C)C.[Li+].[CH:17]1([C:20]2[N:24]([C:25]([O:27][C:28]([CH3:31])([CH3:30])[CH3:29])=[O:26])[C:23]3[CH:32]=[C:33]([C:38]4[C:39]([CH3:44])=[N:40][O:41][C:42]=4[CH3:43])[CH:34]=[C:35]([CH:36]=[O:37])[C:22]=3[N:21]=2)[CH2:19][CH2:18]1. (8) Given the product [N:24]1([CH2:23][CH2:22][CH2:21][C:17]2[N:18]=[N+:19]([O-:20])[C:14]3[CH:13]=[C:12]4[C:31]([CH2:32][CH:10]([CH2:9][OH:8])[CH2:11]4)=[CH:30][C:15]=3[N:16]=2)[CH2:29][CH2:28][O:27][CH2:26][CH2:25]1, predict the reactants needed to synthesize it. The reactants are: [Si]([O:8][CH2:9][CH:10]1[CH2:32][C:31]2[C:12](=[CH:13][C:14]3[N+:19]([O-:20])=[N:18][C:17]([CH2:21][CH2:22][CH2:23][N:24]4[CH2:29][CH2:28][O:27][CH2:26][CH2:25]4)=[N:16][C:15]=3[CH:30]=2)[CH2:11]1)(C(C)(C)C)(C)C.Cl. (9) Given the product [CH2:1]([N:8]1[C:9]([CH2:10][CH2:11][CH2:12][CH2:13][CH:14]=[CH2:15])=[N:39][N:38]=[N:37]1)[C:2]1[CH:7]=[CH:6][CH:5]=[CH:4][CH:3]=1, predict the reactants needed to synthesize it. The reactants are: [CH2:1]([NH:8][C:9](=S)[CH2:10][CH2:11][CH2:12][CH2:13][CH:14]=[CH2:15])[C:2]1[CH:7]=[CH:6][CH:5]=[CH:4][CH:3]=1.N(C(OC(C)(C)C)=O)=NC(OC(C)(C)C)=O.C[Si]([N:37]=[N+:38]=[N-:39])(C)C.